Dataset: Catalyst prediction with 721,799 reactions and 888 catalyst types from USPTO. Task: Predict which catalyst facilitates the given reaction. Reactant: [Br:1][C:2]1[CH:10]=[C:9]2[C:5]([C:6](=[O:12])[C:7](=[O:11])[NH:8]2)=[CH:4][CH:3]=1.[C:13](=O)([O-])[O-].[K+].[K+].S(OC)(OC)(=O)=O. Product: [Br:1][C:2]1[CH:10]=[C:9]2[C:5]([C:6](=[O:12])[C:7](=[O:11])[N:8]2[CH3:13])=[CH:4][CH:3]=1. The catalyst class is: 9.